This data is from Reaction yield outcomes from USPTO patents with 853,638 reactions. The task is: Predict the reaction yield, written as a fraction of the theoretical maximum amount of product (1.0 means a 100% yield; for example, 0.34 means a 34% yield). (1) The reactants are [CH2:1]1[CH2:14][O:13][C:8]23[O:9][CH2:10][CH2:11][O:12][C:3]2([C@:4]2([CH2:27][CH2:26][C@H:25]4[C@@H:15]([C:16](=[O:28])[CH:17]=[C:18]5[C@:23]4([CH3:24])[CH2:22][CH2:21][CH2:20][CH2:19]5)[C@@H:6]2[CH2:7]3)[CH3:5])[O:2]1.C(O[C@H]1CC[C@@]2(C)C(CC(=O)[C@@H]3[C@@H]2CC[C@@]2(C)[C@H]3CCC2=O)C1)(=O)C. The catalyst is CCOC(C)=O. The product is [CH2:11]1[CH2:10][O:9][C:8]23[O:13][CH2:14][CH2:1][O:2][C:3]2([C@:4]2([CH2:27][CH2:26][C@H:25]4[C@@H:15]([C:16](=[O:28])[CH2:17][CH:18]5[C@:23]4([CH3:24])[CH2:22][CH2:21][CH2:20][CH2:19]5)[C@@H:6]2[CH2:7]3)[CH3:5])[O:12]1. The yield is 0.820. (2) The reactants are [BH4-].[Na+].[N+:3]([C:6]1[CH:7]=[C:8]([C:12](=[O:26])[CH2:13][CH2:14][C:15]([C:17]2[CH:22]=[CH:21][CH:20]=[C:19]([N+:23]([O-:25])=[O:24])[CH:18]=2)=[O:16])[CH:9]=[CH:10][CH:11]=1)([O-:5])=[O:4]. The catalyst is C(O)C. The product is [N+:3]([C:6]1[CH:7]=[C:8]([CH:12]([OH:26])[CH2:13][CH2:14][CH:15]([C:17]2[CH:22]=[CH:21][CH:20]=[C:19]([N+:23]([O-:25])=[O:24])[CH:18]=2)[OH:16])[CH:9]=[CH:10][CH:11]=1)([O-:5])=[O:4]. The yield is 1.00. (3) The yield is 0.890. The product is [C:21]([N:25]1[C:30](=[O:31])[C:29]([Cl:32])=[C:28]([O:20][CH2:19][C:16]2[CH:17]=[CH:18][C:13]([CH2:12][O:11][CH2:10][CH2:9][O:8][Si:1]([C:4]([CH3:7])([CH3:6])[CH3:5])([CH3:3])[CH3:2])=[CH:14][CH:15]=2)[CH:27]=[N:26]1)([CH3:24])([CH3:22])[CH3:23]. The reactants are [Si:1]([O:8][CH2:9][CH2:10][O:11][CH2:12][C:13]1[CH:18]=[CH:17][C:16]([CH2:19][OH:20])=[CH:15][CH:14]=1)([C:4]([CH3:7])([CH3:6])[CH3:5])([CH3:3])[CH3:2].[C:21]([N:25]1[C:30](=[O:31])[C:29]([Cl:32])=[C:28](O)[CH:27]=[N:26]1)([CH3:24])([CH3:23])[CH3:22].C1C=CC(P(C2C=CC=CC=2)C2C=CC=CC=2)=CC=1.N(C(OC(C)C)=O)=NC(OC(C)C)=O. The catalyst is C1COCC1.O. (4) The reactants are [Cl:1][C:2]1[CH:7]=[CH:6][C:5]([C:8]2[O:12][C:11]([C:13]([F:16])([F:15])[F:14])=[C:10]([C:17](Cl)=[O:18])[CH:9]=2)=[CH:4][CH:3]=1.[F:20][C:21]1[CH:22]=[C:23]([NH2:31])[CH:24]=[C:25]([C:27]([F:30])([F:29])[F:28])[CH:26]=1.C(N(CC)C(C)C)(C)C.Cl.C([O-])(O)=O.[Na+]. The catalyst is ClCCl. The product is [F:20][C:21]1[CH:22]=[C:23]([NH:31][C:17]([C:10]2[CH:9]=[C:8]([C:5]3[CH:6]=[CH:7][C:2]([Cl:1])=[CH:3][CH:4]=3)[O:12][C:11]=2[C:13]([F:16])([F:15])[F:14])=[O:18])[CH:24]=[C:25]([C:27]([F:29])([F:30])[F:28])[CH:26]=1. The yield is 0.240. (5) The reactants are I[C:2]1[NH:6][C:5]([C@@H:7]2[CH2:11][CH2:10][CH2:9][N:8]2[C:12]([O:14][C:15]([CH3:18])([CH3:17])[CH3:16])=[O:13])=[N:4][CH:3]=1.C(N(CC)CC)C.[C:26]([Si:28]([CH3:31])([CH3:30])[CH3:29])#[CH:27]. The catalyst is CN(C=O)C.[Cu]I.C1C=CC([P]([Pd]([P](C2C=CC=CC=2)(C2C=CC=CC=2)C2C=CC=CC=2)([P](C2C=CC=CC=2)(C2C=CC=CC=2)C2C=CC=CC=2)[P](C2C=CC=CC=2)(C2C=CC=CC=2)C2C=CC=CC=2)(C2C=CC=CC=2)C2C=CC=CC=2)=CC=1. The product is [CH3:29][Si:28]([C:26]#[C:27][C:2]1[NH:6][C:5]([C@@H:7]2[CH2:11][CH2:10][CH2:9][N:8]2[C:12]([O:14][C:15]([CH3:18])([CH3:17])[CH3:16])=[O:13])=[N:4][CH:3]=1)([CH3:31])[CH3:30]. The yield is 0.820. (6) The reactants are [CH3:1][N:2]([CH2:10][C:11]1[CH:16]=[CH:15][C:14]([C:17]2[S:18][CH:19]=[C:20]([C:22](=[O:35])[C:23]3[CH:28]=[C:27]([O:29][CH3:30])[C:26]([O:31][CH3:32])=[C:25]([O:33][CH3:34])[CH:24]=3)[N:21]=2)=[CH:13][CH:12]=1)C(=O)OC(C)(C)C.[ClH:36]. The catalyst is C(Cl)Cl.O1CCOCC1. The product is [ClH:36].[CH3:1][NH:2][CH2:10][C:11]1[CH:12]=[CH:13][C:14]([C:17]2[S:18][CH:19]=[C:20]([C:22]([C:23]3[CH:24]=[C:25]([O:33][CH3:34])[C:26]([O:31][CH3:32])=[C:27]([O:29][CH3:30])[CH:28]=3)=[O:35])[N:21]=2)=[CH:15][CH:16]=1. The yield is 0.813. (7) The reactants are [C:1]([C:3]1[CH:8]=[CH:7][CH:6]=[CH:5][C:4]=1[C:9]1[CH:14]=[CH:13][C:12]([CH2:15][CH:16]([C:22](=O)[CH2:23][CH2:24][CH3:25])[C:17](OCC)=[O:18])=[CH:11][CH:10]=1)#[N:2].[CH3:27][O:28][CH:29]1[CH2:34][CH2:33][CH2:32][CH2:31][CH:30]1[NH:35][C:36]1[NH:40][C:39]([CH3:41])=[N:38][N:37]=1. No catalyst specified. The product is [CH3:27][O:28][CH:29]1[CH2:34][CH2:33][CH2:32][CH2:31][CH:30]1[N:35]1[C:17](=[O:18])[C:16]([CH2:15][C:12]2[CH:13]=[CH:14][C:9]([C:4]3[C:3]([C:1]#[N:2])=[CH:8][CH:7]=[CH:6][CH:5]=3)=[CH:10][CH:11]=2)=[C:22]([CH2:23][CH2:24][CH3:25])[N:37]2[N:38]=[C:39]([CH3:41])[N:40]=[C:36]12. The yield is 0.460. (8) The reactants are [Br:1][C:2]1[CH:3]=[CH:4][C:5]([CH3:12])=[C:6]([S:8](Cl)(=[O:10])=[O:9])[CH:7]=1.[CH2:13]([CH2:15][NH2:16])[OH:14]. No catalyst specified. The product is [Br:1][C:2]1[CH:3]=[CH:4][C:5]([CH3:12])=[C:6]([S:8]([NH:16][CH2:15][CH2:13][OH:14])(=[O:10])=[O:9])[CH:7]=1. The yield is 0.580.